This data is from Reaction yield outcomes from USPTO patents with 853,638 reactions. The task is: Predict the reaction yield, written as a fraction of the theoretical maximum amount of product (1.0 means a 100% yield; for example, 0.34 means a 34% yield). (1) The reactants are C[O:2][C:3](=O)[C:4]1[CH:9]=[C:8]([C:10]#[N:11])[CH:7]=[CH:6][C:5]=1[CH2:12][N:13]([CH2:26][C:27]1[C:32]([CH3:33])=[CH:31][C:30]([CH3:34])=[CH:29][N:28]=1)[S:14]([C:17]1[CH:22]=[CH:21][CH:20]=[CH:19][C:18]=1[N+:23]([O-:25])=[O:24])(=[O:16])=[O:15].[Li+].[BH4-]. The catalyst is C1COCC1.CO. The product is [C:10]([C:8]1[CH:7]=[CH:6][C:5]([CH2:12][N:13]([CH2:26][C:27]2[C:32]([CH3:33])=[CH:31][C:30]([CH3:34])=[CH:29][N:28]=2)[S:14]([C:17]2[CH:22]=[CH:21][CH:20]=[CH:19][C:18]=2[N+:23]([O-:25])=[O:24])(=[O:16])=[O:15])=[C:4]([CH2:3][OH:2])[CH:9]=1)#[N:11]. The yield is 0.780. (2) The reactants are [CH:1]1[CH:6]=[C:5]2[C:7]([NH:9][C:10]([NH:12][C:4]2=[CH:3][CH:2]=1)=O)=[O:8].C(Cl)(Cl)(Cl)Cl.CCN(C(C)C)C(C)C.P([O-])(OCC1C=CC=CC=1)OCC1C=CC=CC=1. The catalyst is CC#N.CN(C1C=CN=CC=1)C. The product is [CH:1]1[CH:2]=[CH:3][C:4]2[N:12]=[CH:10][NH:9][C:7](=[O:8])[C:5]=2[CH:6]=1. The yield is 0.470. (3) The reactants are [CH2:1]([NH:8][C:9]1[C:17]([C:18]2[CH:23]=[CH:22][C:21]([Cl:24])=[CH:20][CH:19]=2)=[CH:16][C:12]([C:13](O)=[O:14])=[CH:11][N:10]=1)[C:2]1[CH:7]=[CH:6][CH:5]=[CH:4][CH:3]=1.CN(C(ON1N=NC2C=CC=CC1=2)=[N+](C)C)C.[B-](F)(F)(F)F.[NH2:47][C@@H:48]1[CH2:53][CH2:52][CH2:51][CH2:50][C@H:49]1[OH:54].CCN(C(C)C)C(C)C. The catalyst is CN(C=O)C.C(O)(=O)C. The product is [CH2:1]([NH:8][C:9]1[C:17]([C:18]2[CH:23]=[CH:22][C:21]([Cl:24])=[CH:20][CH:19]=2)=[CH:16][C:12]([C:13]([NH:47][C@@H:48]2[CH2:53][CH2:52][CH2:51][CH2:50][C@H:49]2[OH:54])=[O:14])=[CH:11][N:10]=1)[C:2]1[CH:7]=[CH:6][CH:5]=[CH:4][CH:3]=1. The yield is 0.550. (4) The reactants are [CH3:1][C:2]([C:8]1[C:13](=[O:14])[C:12]([CH3:15])=[C:11]([CH3:16])[C:10](=[O:17])[C:9]=1[CH3:18])([CH3:7])[CH2:3][C:4]([OH:6])=O.ClC(OCC(C)C)=O.[NH2:27][C:28]1[CH:38]=[CH:37][C:31]2[N:32]=[C:33]([C:35]#[N:36])[S:34][C:30]=2[CH:29]=1. The catalyst is C1COCC1. The product is [C:35]([C:33]1[S:34][C:30]2[CH:29]=[C:28]([NH:27][C:4](=[O:6])[CH2:3][C:2]([CH3:1])([C:8]3[C:13](=[O:14])[C:12]([CH3:15])=[C:11]([CH3:16])[C:10](=[O:17])[C:9]=3[CH3:18])[CH3:7])[CH:38]=[CH:37][C:31]=2[N:32]=1)#[N:36]. The yield is 0.100. (5) The reactants are [C-:1]#[N:2].C([Al+]CC)C.C(O)(C)C.[Cl:12][C:13]1[CH:18]=[CH:17][C:16]([C:19]([CH3:32])([CH3:31])[CH:20]=[N:21][S@@:22]([C:24]2[CH:29]=[CH:28][C:27]([CH3:30])=[CH:26][CH:25]=2)=[O:23])=[CH:15][CH:14]=1. The catalyst is C1(C)C=CC=CC=1.C1COCC1. The product is [Cl:12][C:13]1[CH:18]=[CH:17][C:16]([C:19]([CH3:32])([CH3:31])[CH:20]([NH:21][S:22]([C:24]2[CH:25]=[CH:26][C:27]([CH3:30])=[CH:28][CH:29]=2)=[O:23])[C:1]#[N:2])=[CH:15][CH:14]=1. The yield is 0.950. (6) The reactants are [O:1]=[C:2]1[NH:7][C:6]2[CH:8]=[C:9]([C:12]([O:14][CH3:15])=[O:13])[CH:10]=[CH:11][C:5]=2[O:4][CH2:3]1.[H-].[Na+].FC1C=C2C(C=CC(=O)N2CCN2CCC(NCC3C=CC4OCC(=O)NC=4N=3)CC2)=CC=1.COC1C=C2C(C=CC(=O)N2[CH2:63][CH2:64][N:65]2[CH2:70][CH2:69][CH:68]([NH:71][C:72](=[O:78])[O:73][C:74]([CH3:77])([CH3:76])[CH3:75])[CH2:67][CH2:66]2)=CC=1. The catalyst is ClCCl.CO. The product is [C:74]([O:73][C:72]([NH:71][CH:68]1[CH2:67][CH2:66][N:65]([CH2:64][CH2:63][N:7]2[C:6]3[CH:8]=[C:9]([C:12]([O:14][CH3:15])=[O:13])[CH:10]=[CH:11][C:5]=3[O:4][CH2:3][C:2]2=[O:1])[CH2:70][CH2:69]1)=[O:78])([CH3:77])([CH3:76])[CH3:75]. The yield is 0.850. (7) The reactants are C(OC[N:10]1[C:18]2[C:17]([O:19]C(C)(C)C)=[N:16][CH:15]=[N:14][C:13]=2[C:12]([CH2:24][NH:25][C:26]([CH2:31][S:32][CH3:33])([CH2:29][OH:30])[CH2:27][OH:28])=[CH:11]1)C1C=CC=CC=1.Cl. The catalyst is CO. The product is [OH:28][CH2:27][C:26]([NH:25][CH2:24][C:12]1[C:13]2[N:14]=[CH:15][NH:16][C:17](=[O:19])[C:18]=2[NH:10][CH:11]=1)([CH2:31][S:32][CH3:33])[CH2:29][OH:30]. The yield is 0.490. (8) The reactants are [N:1]1[CH:6]=[CH:5][CH:4]=[C:3]([CH2:7][CH2:8][C@H:9]([C:11]2[CH:16]=[CH:15][CH:14]=[C:13]([O:17][CH2:18][C:19]([O:21][C:22]([CH3:25])([CH3:24])[CH3:23])=[O:20])[CH:12]=2)[OH:10])[CH:2]=1.[O:26]=[C:27]([N:35]1[CH2:40][CH2:39][CH2:38][CH2:37][C@H:36]1[C:41](O)=[O:42])[C:28](=[O:34])[C:29]([CH3:33])([CH3:32])[CH2:30][CH3:31].C1(N=C=NC2CCCCC2)CCCCC1. The catalyst is C(Cl)Cl.CN(C)C1C=CN=CC=1. The product is [CH3:32][C:29]([CH3:33])([CH2:30][CH3:31])[C:28](=[O:34])[C:27]([N:35]1[CH2:40][CH2:39][CH2:38][CH2:37][C@H:36]1[C:41]([O:10][C@@H:9]([C:11]1[CH:16]=[CH:15][CH:14]=[C:13]([O:17][CH2:18][C:19]([O:21][C:22]([CH3:25])([CH3:24])[CH3:23])=[O:20])[CH:12]=1)[CH2:8][CH2:7][C:3]1[CH:2]=[N:1][CH:6]=[CH:5][CH:4]=1)=[O:42])=[O:26]. The yield is 0.960. (9) The reactants are [CH3:1][O:2][C:3]1[CH:4]=[C:5]([C:11]2[C:20](=[O:21])[C:19]3[C:14](=[CH:15][C:16]([O:22][CH2:23][CH:24]4[CH2:26][O:25]4)=[CH:17][CH:18]=3)[O:13][CH:12]=2)[CH:6]=[CH:7][C:8]=1[O:9][CH3:10].[NH:27]1[CH2:32][CH2:31][NH:30][CH2:29][CH2:28]1. The catalyst is C(O)C. The product is [CH3:1][O:2][C:3]1[CH:4]=[C:5]([C:11]2[C:20](=[O:21])[C:19]3[C:14](=[CH:15][C:16]([O:22][CH2:23][CH:24]([OH:25])[CH2:26][N:27]4[CH2:32][CH2:31][NH:30][CH2:29][CH2:28]4)=[CH:17][CH:18]=3)[O:13][CH:12]=2)[CH:6]=[CH:7][C:8]=1[O:9][CH3:10]. The yield is 0.560.